This data is from Reaction yield outcomes from USPTO patents with 853,638 reactions. The task is: Predict the reaction yield, written as a fraction of the theoretical maximum amount of product (1.0 means a 100% yield; for example, 0.34 means a 34% yield). (1) The reactants are [CH2:1]([OH:8])[C@@H:2]([OH:7])[CH2:3][CH2:4][C:5]#[CH:6].C(N([CH2:14][CH3:15])CC)C.[C:16]1(C)[C:17]([S:22](Cl)(=[O:24])=[O:23])=[CH:18][CH:19]=C[CH:21]=1. The catalyst is C(Cl)Cl.C([Sn](=O)CCCC)CCC. The product is [OH:7][C@@H:2]([CH2:3][CH2:4][C:5]#[CH:6])[CH2:1][O:8][S:22]([C:17]1[CH:18]=[CH:19][C:14]([CH3:15])=[CH:21][CH:16]=1)(=[O:24])=[O:23]. The yield is 0.800. (2) The reactants are Br[C:2]1[C:3]([NH2:9])=[N:4][CH:5]=[C:6]([Br:8])[N:7]=1.CCN(C(C)C)C(C)C.[Si:19]([C:23]#[CH:24])([CH3:22])([CH3:21])[CH3:20]. The product is [Br:8][C:6]1[N:7]=[C:2]([C:24]#[C:23][Si:19]([CH3:22])([CH3:21])[CH3:20])[C:3]([NH2:9])=[N:4][CH:5]=1. The catalyst is CN(C=O)C.Cl[Pd](Cl)([P](C1C=CC=CC=1)(C1C=CC=CC=1)C1C=CC=CC=1)[P](C1C=CC=CC=1)(C1C=CC=CC=1)C1C=CC=CC=1.[Cu]I. The yield is 0.464. (3) The reactants are [C:1]1([C:8]([OH:10])=O)([C:5]([OH:7])=[O:6])[CH2:4][CH2:3][CH2:2]1.C(N(CC)CC)C.S(Cl)(Cl)=O.[F:22][C:23]1[CH:29]=[CH:28][C:26]([NH2:27])=[CH:25][CH:24]=1. The catalyst is C1COCC1.C(OCC)(=O)C. The product is [F:22][C:23]1[CH:29]=[CH:28][C:26]([NH:27][C:8]([C:1]2([C:5]([OH:7])=[O:6])[CH2:2][CH2:3][CH2:4]2)=[O:10])=[CH:25][CH:24]=1. The yield is 0.349. (4) The product is [CH2:2]([O:4][C:5]1[CH:10]=[C:9]([N+:11]([O-:13])=[O:12])[CH:8]=[CH:7][C:6]=1[C:14]1[CH2:19][CH2:18][N:17]([CH:20]([CH3:21])[CH3:22])[CH2:16][CH:15]=1)[CH3:3]. The catalyst is CO. The yield is 0.910. The reactants are [I-].[CH2:2]([O:4][C:5]1[CH:10]=[C:9]([N+:11]([O-:13])=[O:12])[CH:8]=[CH:7][C:6]=1[C:14]1[CH:19]=[CH:18][N+:17]([CH:20]([CH3:22])[CH3:21])=[CH:16][CH:15]=1)[CH3:3].[BH4-].[Na+].CC(C)=O. (5) The reactants are [CH:1]([O:4][C:5]1[N:10]=[CH:9][C:8]([CH:11]=O)=[CH:7][CH:6]=1)([CH3:3])[CH3:2].[NH2:13][C:14]1[N:15]=[N:16][C:17]([CH3:20])=[CH:18][CH:19]=1.C([O:23][C:24](=O)[C:25]([OH:38])=[CH:26][C:27]([C:29]1[CH:34]=[CH:33][C:32]([CH:35]([CH3:37])[CH3:36])=[CH:31][CH:30]=1)=[O:28])C. No catalyst specified. The product is [OH:38][C:25]1[C:24](=[O:23])[N:13]([C:14]2[N:15]=[N:16][C:17]([CH3:20])=[CH:18][CH:19]=2)[CH:11]([C:8]2[CH:9]=[N:10][C:5]([O:4][CH:1]([CH3:2])[CH3:3])=[CH:6][CH:7]=2)[C:26]=1[C:27](=[O:28])[C:29]1[CH:34]=[CH:33][C:32]([CH:35]([CH3:37])[CH3:36])=[CH:31][CH:30]=1. The yield is 0.350. (6) The reactants are [Cl:1][C:2]1[CH:7]=[CH:6][C:5]([O:8][C:9]2[CH:14]=[CH:13][C:12]([CH2:15][CH2:16][N:17]([CH3:21])[C:18]([NH2:20])=[NH:19])=[CH:11][CH:10]=2)=[CH:4][C:3]=1[C:22]([F:25])([F:24])[F:23].[CH:26]([CH:28]([CH2:33][C:34]1[CH:35]=[N:36][C:37]([O:40][CH3:41])=[N:38][CH:39]=1)[C:29](OC)=O)=[O:27]. The catalyst is CN1C(=O)CCC1. The product is [Cl:1][C:2]1[CH:7]=[CH:6][C:5]([O:8][C:9]2[CH:14]=[CH:13][C:12]([CH2:15][CH2:16][N:17]([CH3:21])[C:18]3[NH:20][CH:29]=[C:28]([CH2:33][C:34]4[CH:35]=[N:36][C:37]([O:40][CH3:41])=[N:38][CH:39]=4)[C:26](=[O:27])[N:19]=3)=[CH:11][CH:10]=2)=[CH:4][C:3]=1[C:22]([F:23])([F:24])[F:25]. The yield is 0.185. (7) The product is [CH:1]([C@H:14]1[O:19][CH2:18][C@@H:17]([NH:20][CH2:26][C:25]2[CH:28]=[CH:29][C:22]([I:21])=[CH:23][CH:24]=2)[CH2:16][CH2:15]1)([C:8]1[CH:13]=[CH:12][CH:11]=[CH:10][CH:9]=1)[C:2]1[CH:3]=[CH:4][CH:5]=[CH:6][CH:7]=1. The catalyst is ClCCCl.CO. The yield is 0.810. The reactants are [CH:1]([C@H:14]1[O:19][CH2:18][C@@H:17]([NH2:20])[CH2:16][CH2:15]1)([C:8]1[CH:13]=[CH:12][CH:11]=[CH:10][CH:9]=1)[C:2]1[CH:7]=[CH:6][CH:5]=[CH:4][CH:3]=1.[I:21][C:22]1[CH:29]=[CH:28][C:25]([CH:26]=O)=[CH:24][CH:23]=1.C(O)(=O)C.[BH3-]C#N.[Na+]. (8) The catalyst is O.C(O)C. The reactants are [CH3:1][O:2][C:3]1[CH:8]=[CH:7][C:6]([SH:9])=[CH:5][CH:4]=1.Br[CH2:11][C:12]([O:14]CC)=[O:13].[OH-].[K+].[OH-].[Na+]. The product is [CH3:1][O:2][C:3]1[CH:8]=[CH:7][C:6]([S:9][CH2:11][C:12]([OH:14])=[O:13])=[CH:5][CH:4]=1. The yield is 0.800. (9) The reactants are [BH4-].[Na+].B(F)(F)F.CC[O:9]CC.[CH2:12]([O:19][C:20]1[CH:25]=[CH:24][C:23]([C:26]2[CH2:31][CH2:30][N:29]([C:32]([O:34][C:35]([CH3:38])([CH3:37])[CH3:36])=[O:33])[CH2:28][CH:27]=2)=[CH:22][CH:21]=1)[C:13]1[CH:18]=[CH:17][CH:16]=[CH:15][CH:14]=1.[OH-].[Na+].OO. The catalyst is C1COCC1.C(O)C.O. The product is [CH2:12]([O:19][C:20]1[CH:25]=[CH:24][C:23]([C@@H:26]2[CH2:31][CH2:30][N:29]([C:32]([O:34][C:35]([CH3:38])([CH3:37])[CH3:36])=[O:33])[CH2:28][C@H:27]2[OH:9])=[CH:22][CH:21]=1)[C:13]1[CH:14]=[CH:15][CH:16]=[CH:17][CH:18]=1. The yield is 0.820. (10) The reactants are [N:1]1[CH:6]=[CH:5][CH:4]=[CH:3][C:2]=1[O:7][CH2:8][C:9]1[CH:14]=[CH:13][C:12]([CH2:15][OH:16])=[CH:11][CH:10]=1. The catalyst is [O-2].[O-2].[Mn+4].C(Cl)Cl. The product is [N:1]1[CH:6]=[CH:5][CH:4]=[CH:3][C:2]=1[O:7][CH2:8][C:9]1[CH:14]=[CH:13][C:12]([CH:15]=[O:16])=[CH:11][CH:10]=1. The yield is 0.420.